Dataset: Peptide-MHC class II binding affinity with 134,281 pairs from IEDB. Task: Regression. Given a peptide amino acid sequence and an MHC pseudo amino acid sequence, predict their binding affinity value. This is MHC class II binding data. (1) The peptide sequence is MVSSVDFVPPMAALEEKGIL. The MHC is HLA-DQA10301-DQB10302 with pseudo-sequence HLA-DQA10301-DQB10302. The binding affinity (normalized) is 0.118. (2) The peptide sequence is AFAATHNPWASQRF. The MHC is DRB1_1501 with pseudo-sequence DRB1_1501. The binding affinity (normalized) is 0.337. (3) The peptide sequence is SVGTGNCTTNILEAK. The MHC is HLA-DQA10201-DQB10303 with pseudo-sequence HLA-DQA10201-DQB10303. The binding affinity (normalized) is 0.384.